Predict the reactants needed to synthesize the given product. From a dataset of Full USPTO retrosynthesis dataset with 1.9M reactions from patents (1976-2016). Given the product [OH:23][C:24]1[CH:29]=[CH:28][C:27]([C:2]2[C:3]([F:22])=[CH:4][N:5]3[C:10]([C:11]=2[CH3:12])=[C:9]([CH:13]2[CH2:15][CH2:14]2)[CH:8]=[C:7]([C:16]([O:18][CH2:19][CH3:20])=[O:17])[C:6]3=[O:21])=[CH:26][CH:25]=1, predict the reactants needed to synthesize it. The reactants are: Cl[C:2]1[C:3]([F:22])=[CH:4][N:5]2[C:10]([C:11]=1[CH3:12])=[C:9]([CH:13]1[CH2:15][CH2:14]1)[CH:8]=[C:7]([C:16]([O:18][CH2:19][CH3:20])=[O:17])[C:6]2=[O:21].[OH:23][C:24]1[CH:29]=[CH:28][C:27](B(O)O)=[CH:26][CH:25]=1.